This data is from Peptide-MHC class I binding affinity with 185,985 pairs from IEDB/IMGT. The task is: Regression. Given a peptide amino acid sequence and an MHC pseudo amino acid sequence, predict their binding affinity value. This is MHC class I binding data. (1) The peptide sequence is QYPAFVLFI. The MHC is HLA-A02:01 with pseudo-sequence HLA-A02:01. The binding affinity (normalized) is 0.0847. (2) The peptide sequence is VYLLPRRGPRL. The MHC is Patr-A0901 with pseudo-sequence Patr-A0901. The binding affinity (normalized) is 0.145. (3) The peptide sequence is KRQEILDLWVY. The MHC is HLA-A11:01 with pseudo-sequence HLA-A11:01. The binding affinity (normalized) is 0. (4) The peptide sequence is HTAEIQQFF. The MHC is HLA-A11:01 with pseudo-sequence HLA-A11:01. The binding affinity (normalized) is 0.154. (5) The peptide sequence is KGPPAALTL. The MHC is HLA-B15:42 with pseudo-sequence HLA-B15:42. The binding affinity (normalized) is 0.213. (6) The peptide sequence is MIKNLTQLFK. The MHC is HLA-A31:01 with pseudo-sequence HLA-A31:01. The binding affinity (normalized) is 0.865.